This data is from Full USPTO retrosynthesis dataset with 1.9M reactions from patents (1976-2016). The task is: Predict the reactants needed to synthesize the given product. Given the product [Br:32][CH2:10][C:9]([C:3]1[C:2]([CH3:1])=[N:7][C:6]([CH3:8])=[CH:5][N:4]=1)=[O:11], predict the reactants needed to synthesize it. The reactants are: [CH3:1][C:2]1[C:3]([C:9](=[O:11])[CH3:10])=[N:4][CH:5]=[C:6]([CH3:8])[N:7]=1.N1C(C)=CC=CC=1C.FC(F)(F)S(O[Si](C)(C)C)(=O)=O.[Br:32]N1C(=O)CCC1=O.